This data is from Forward reaction prediction with 1.9M reactions from USPTO patents (1976-2016). The task is: Predict the product of the given reaction. (1) Given the reactants [NH2:1][C:2]1[CH:3]=[N:4][CH:5]=[C:6]([CH3:8])[CH:7]=1.N1C=CC=CC=1.Cl[C:16]([O:18][C:19]1[CH:24]=[CH:23][CH:22]=[CH:21][CH:20]=1)=[O:17], predict the reaction product. The product is: [CH3:8][C:6]1[CH:7]=[C:2]([NH:1][C:16](=[O:17])[O:18][C:19]2[CH:24]=[CH:23][CH:22]=[CH:21][CH:20]=2)[CH:3]=[N:4][CH:5]=1. (2) Given the reactants C(OC(=O)[NH:7][C:8]1[CH:13]=[CH:12][CH:11]=[CH:10][C:9]=1[NH:14][C:15](=[O:39])/[CH:16]=[CH:17]/[C:18]1[CH:23]=[CH:22][C:21]([CH:24]([C:29](=[O:38])[NH:30][C:31]2[CH:36]=[CH:35][C:34]([Br:37])=[CH:33][CH:32]=2)[CH2:25][CH2:26][CH2:27]Cl)=[CH:20][CH:19]=1)(C)(C)C.[NH:41]1[CH2:46][CH2:45][O:44][CH2:43][CH2:42]1.Cl.CO.C([O-])(O)=O.[Na+], predict the reaction product. The product is: [Br:37][C:34]1[CH:35]=[CH:36][C:31]([NH:30][C:29](=[O:38])[CH:24]([C:21]2[CH:22]=[CH:23][C:18](/[CH:17]=[CH:16]/[C:15](=[O:39])[NH:14][C:9]3[CH:10]=[CH:11][CH:12]=[CH:13][C:8]=3[NH2:7])=[CH:19][CH:20]=2)[CH2:25][CH2:26][CH2:27][N:41]2[CH2:46][CH2:45][O:44][CH2:43][CH2:42]2)=[CH:32][CH:33]=1. (3) Given the reactants [NH2:1][CH2:2][CH2:3][C:4]#[N:5].[CH3:6][C:7]1[CH:8]=[CH:9][C:10]([N:16]2[N:20]=[CH:19][CH:18]=[N:17]2)=[C:11]([CH:15]=1)[C:12](O)=[O:13], predict the reaction product. The product is: [C:4]([CH2:3][CH2:2][NH:1][C:12](=[O:13])[C:11]1[CH:15]=[C:7]([CH3:6])[CH:8]=[CH:9][C:10]=1[N:16]1[N:20]=[CH:19][CH:18]=[N:17]1)#[N:5]. (4) Given the reactants [CH2:1]([O:3][C:4](=[O:14])[CH:5](C)[CH2:6][NH:7][CH:8]1[CH2:12][CH2:11][CH2:10][CH2:9]1)[CH3:2].[Cl:15][C:16]1[N:21]=[C:20](Cl)[C:19]([N+:23]([O-:25])=[O:24])=[CH:18][N:17]=1.[C:26](=O)(O)[O-].[K+], predict the reaction product. The product is: [CH2:1]([O:3][C:4](=[O:14])[CH2:5][CH:6]([N:7]([C:18]1[C:19]([N+:23]([O-:25])=[O:24])=[CH:20][N:21]=[C:16]([Cl:15])[N:17]=1)[CH:8]1[CH2:9][CH2:10][CH2:11][CH2:12]1)[CH3:26])[CH3:2]. (5) Given the reactants [C@H:1]1([NH:14]C(=O)OCC2C=CC=CC=2)[CH2:5][CH2:4][C@H:3]([NH:6][C:7](=[O:13])[O:8][C:9]([CH3:12])([CH3:11])[CH3:10])[CH2:2]1, predict the reaction product. The product is: [NH2:14][C@H:1]1[CH2:5][CH2:4][C@H:3]([NH:6][C:7](=[O:13])[O:8][C:9]([CH3:11])([CH3:10])[CH3:12])[CH2:2]1. (6) Given the reactants [F:1][C:2]1[CH:7]=[CH:6][C:5]([C:8]2([C:18]([NH2:20])=O)[C:12]3[CH:13]=[CH:14][CH:15]=[CH:16][C:11]=3[C:10](=[O:17])[O:9]2)=[CH:4][CH:3]=1.[CH3:21][C:22]([NH2:26])([CH3:25])[CH2:23]N.C1(C)C=CC=CC=1, predict the reaction product. The product is: [F:1][C:2]1[CH:3]=[CH:4][C:5]([C:8]2([OH:9])[C:12]3[CH:13]=[CH:14][CH:15]=[CH:16][C:11]=3[C:10](=[O:17])[N:20]3[CH2:21][C:22]([CH3:25])([CH3:23])[N:26]=[C:18]23)=[CH:6][CH:7]=1. (7) Given the reactants [CH3:1][C:2]([C:4]1[CH:9]=[CH:8][CH:7]=[C:6]([Cl:10])[CH:5]=1)=[O:3].C(O)C.[H-].[Na+].Cl.[C:17](=O)([O:21]CC)[O:18][CH2:19][CH3:20], predict the reaction product. The product is: [Cl:10][C:6]1[CH:5]=[C:4]([C:2](=[O:3])[CH2:1][C:17]([O:18][CH2:19][CH3:20])=[O:21])[CH:9]=[CH:8][CH:7]=1.